This data is from Forward reaction prediction with 1.9M reactions from USPTO patents (1976-2016). The task is: Predict the product of the given reaction. (1) Given the reactants [CH3:1][N:2]([CH2:4][C:5]1[CH:22]=[CH:21][C:8](/[CH:9]=[N:10]/[C:11]2[CH:19]=[CH:18]C=C3[C:12]=2[CH2:13][O:14]C3=O)=[CH:7][CH:6]=1)[CH3:3].[Cl:23][C:24]1[CH:31]=[CH:30][C:27]([CH:28]=O)=[CH:26][CH:25]=1.C[O-].[Na+].CO.[C:37]([O:41][CH2:42][CH3:43])(=[O:40])[CH2:38][CH3:39], predict the reaction product. The product is: [Cl:23][C:24]1[CH:31]=[CH:30][C:27]([CH:28]2[C:13](=[O:14])[C:12]3[C:38]([C:37]([O:41][CH2:42][CH3:43])=[O:40])=[CH:39][CH:18]=[CH:19][C:11]=3[NH:10][CH:9]2[C:8]2[CH:7]=[CH:6][C:5]([CH2:4][N:2]([CH3:3])[CH3:1])=[CH:22][CH:21]=2)=[CH:26][CH:25]=1. (2) Given the reactants [Cl:1][C:2]1[CH:3]=[CH:4][C:5]([O:21][CH2:22][C:23]2[CH:28]=[CH:27][CH:26]=[CH:25][CH:24]=2)=[C:6]([CH2:8][C:9]2[S:10][CH:11]=[C:12]([C:14](/[N:16]=[CH:17]/[N:18]([CH3:20])[CH3:19])=[O:15])[N:13]=2)[CH:7]=1.[CH3:29]OC(OC)(N(C)C)C, predict the reaction product. The product is: [Cl:1][C:2]1[CH:3]=[CH:4][C:5]([O:21][CH2:22][C:23]2[CH:24]=[CH:25][CH:26]=[CH:27][CH:28]=2)=[C:6]([CH2:8][C:9]2[S:10][CH:11]=[C:12]([C:14](/[N:16]=[C:17](/[N:18]([CH3:20])[CH3:19])\[CH3:29])=[O:15])[N:13]=2)[CH:7]=1. (3) Given the reactants [F:1][C:2]1[C:3]([CH2:11][CH2:12][CH2:13][OH:14])=[C:4](O)[C:5]([O:8][CH3:9])=[CH:6][CH:7]=1.C1(P(C2C=CC=CC=2)C2C=CC=CC=2)C=CC=CC=1.CC(OC(/N=N/C(OC(C)C)=O)=O)C, predict the reaction product. The product is: [F:1][C:2]1[CH:7]=[CH:6][C:5]([O:8][CH3:9])=[C:4]2[C:3]=1[CH2:11][CH2:12][CH2:13][O:14]2. (4) Given the reactants [O:1]1[CH:5]=[CH:4][CH:3]=[C:2]1[C:6]([NH:8][C:9]1([C:15]([NH:17][CH:18]2[CH2:23][CH2:22][N:21]([C:24]3[CH:29]=[CH:28][C:27]([F:30])=[CH:26][C:25]=3[N:31]3[CH:35]=[CH:34][CH:33]=[CH:32]3)[CH2:20][CH:19]2[OH:36])=[O:16])[CH2:14][CH2:13][CH2:12][CH2:11][CH2:10]1)=[O:7].C(N(CC)CC)C, predict the reaction product. The product is: [O:1]1[CH:5]=[CH:4][CH:3]=[C:2]1[C:6]([NH:8][C:9]1([C:15]([NH:17][CH:18]2[CH2:23][CH2:22][N:21]([C:24]3[CH:29]=[CH:28][C:27]([F:30])=[CH:26][C:25]=3[N:31]3[CH:32]=[CH:33][CH:34]=[CH:35]3)[CH2:20][C:19]2=[O:36])=[O:16])[CH2:10][CH2:11][CH2:12][CH2:13][CH2:14]1)=[O:7].